From a dataset of TCR-epitope binding with 47,182 pairs between 192 epitopes and 23,139 TCRs. Binary Classification. Given a T-cell receptor sequence (or CDR3 region) and an epitope sequence, predict whether binding occurs between them. (1) The epitope is KTSVDCTMYI. The TCR CDR3 sequence is CASSDGQPGVYGYTF. Result: 0 (the TCR does not bind to the epitope). (2) The epitope is RLRAEAQVK. The TCR CDR3 sequence is CASSHRSGTEAFF. Result: 1 (the TCR binds to the epitope). (3) The epitope is KLVALGINAV. The TCR CDR3 sequence is CASSWTGDSIYGYTF. Result: 0 (the TCR does not bind to the epitope). (4) The epitope is YFPLQSYGF. The TCR CDR3 sequence is CASSQGQRNEQFF. Result: 0 (the TCR does not bind to the epitope). (5) The epitope is ILHCANFNV. The TCR CDR3 sequence is CASSLVLASYEQYF. Result: 0 (the TCR does not bind to the epitope). (6) The epitope is YLNTLTLAV. The TCR CDR3 sequence is CASSPPPPSGASSYEQYF. Result: 1 (the TCR binds to the epitope). (7) The epitope is NLSALGIFST. The TCR CDR3 sequence is CASSLEGYYEQYF. Result: 0 (the TCR does not bind to the epitope). (8) The epitope is RLRPGGKKK. The TCR CDR3 sequence is CASRGLVDTGELFF. Result: 0 (the TCR does not bind to the epitope).